This data is from Forward reaction prediction with 1.9M reactions from USPTO patents (1976-2016). The task is: Predict the product of the given reaction. Given the reactants [NH2:1][C:2]1[C:3]([OH:13])=[C:4]([CH:9]=[C:10]([Cl:12])[CH:11]=1)[C:5]([O:7][CH3:8])=[O:6].[CH2:14](C(CC)(CC)C([O-])([O-])[O-])[CH3:15].C1(C)C=CC(S(O)(=O)=O)=CC=1, predict the reaction product. The product is: [Cl:12][C:10]1[CH:9]=[C:4]([C:5]([O:7][CH3:8])=[O:6])[C:3]2[O:13][C:14]([CH3:15])=[N:1][C:2]=2[CH:11]=1.